The task is: Predict the product of the given reaction.. This data is from Forward reaction prediction with 1.9M reactions from USPTO patents (1976-2016). (1) Given the reactants [C:1]([CH:5]([CH2:11][C:12]1[CH:17]=[CH:16][C:15]([O:18][CH3:19])=[CH:14][C:13]=1[CH2:20][NH2:21])[CH2:6][C:7]([O:9][CH3:10])=[O:8])(OC)=[O:2].C(N(CC)CC)C, predict the reaction product. The product is: [CH3:19][O:18][C:15]1[CH:16]=[CH:17][C:12]2[CH2:11][CH:5]([CH2:6][C:7]([O:9][CH3:10])=[O:8])[C:1](=[O:2])[NH:21][CH2:20][C:13]=2[CH:14]=1. (2) Given the reactants C([O:4][C@H:5]1[C@H:12]([O:13]C(=O)C)[C:9]2([CH2:11][CH2:10]2)[O:8][C@@H:7]([C:17]2[CH:22]=[CH:21][C:20]([Cl:23])=[C:19]([CH2:24][C:25]3[CH:30]=[CH:29][C:28]([OH:31])=[CH:27][CH:26]=3)[CH:18]=2)[C@@H:6]1[O:32]C(=O)C)(=O)C.C[O-].[Na+], predict the reaction product. The product is: [Cl:23][C:20]1[CH:21]=[CH:22][C:17]([C@H:7]2[C@H:6]([OH:32])[C@@H:5]([OH:4])[C@H:12]([OH:13])[C:9]3([CH2:11][CH2:10]3)[O:8]2)=[CH:18][C:19]=1[CH2:24][C:25]1[CH:26]=[CH:27][C:28]([OH:31])=[CH:29][CH:30]=1. (3) Given the reactants [Cl:1][C:2]1[CH:22]=[C:21]([S:23]([CH3:26])(=[O:25])=[O:24])[CH:20]=[CH:19][C:3]=1[O:4][C:5]1[CH:6]=[C:7]([CH2:15][C:16](O)=[O:17])[CH:8]=[C:9]([C:11]([F:14])([F:13])[F:12])[CH:10]=1.[F:27][C:28]([F:35])([F:34])[CH2:29][S:30]([NH2:33])(=[O:32])=[O:31], predict the reaction product. The product is: [Cl:1][C:2]1[CH:22]=[C:21]([S:23]([CH3:26])(=[O:25])=[O:24])[CH:20]=[CH:19][C:3]=1[O:4][C:5]1[CH:6]=[C:7]([CH2:15][C:16]([NH:33][S:30]([CH2:29][C:28]([F:35])([F:34])[F:27])(=[O:32])=[O:31])=[O:17])[CH:8]=[C:9]([C:11]([F:12])([F:14])[F:13])[CH:10]=1. (4) Given the reactants [NH2:1][C:2]1[CH:3]=[CH:4][C:5]([CH3:22])=[C:6]([NH:8][C:9]2[O:10][C:11]([C:14]3[CH:21]=[CH:20][C:17]([C:18]#[N:19])=[CH:16][CH:15]=3)=[CH:12][N:13]=2)[CH:7]=1.Cl[CH2:24][CH:25]=O.[BH3-]C#N.[Na+].C([O-])(O)=O.[Na+].[F:36][C:37]1[CH:42]=[CH:41][CH:40]=[C:39]([N:43]=[C:44]=[O:45])[CH:38]=1.CC(C)([O-])C.[K+], predict the reaction product. The product is: [F:36][C:37]1[CH:38]=[C:39]([N:43]2[CH2:25][CH2:24][N:1]([C:2]3[CH:3]=[CH:4][C:5]([CH3:22])=[C:6]([NH:8][C:9]4[O:10][C:11]([C:14]5[CH:21]=[CH:20][C:17]([C:18]#[N:19])=[CH:16][CH:15]=5)=[CH:12][N:13]=4)[CH:7]=3)[C:44]2=[O:45])[CH:40]=[CH:41][CH:42]=1. (5) Given the reactants Cl[C:2]1[CH:7]=[CH:6][N:5]2[N:8]=[CH:9][C:10]([C:11]([O:13][CH2:14][CH3:15])=[O:12])=[C:4]2[N:3]=1.[F:16][C:17]1[CH:18]=[N:19][CH:20]=[C:21]([CH:23]2[CH2:27][CH2:26][CH2:25][NH:24]2)[CH:22]=1.[F-].[K+].O, predict the reaction product. The product is: [F:16][C:17]1[CH:22]=[C:21]([CH:23]2[CH2:27][CH2:26][CH2:25][N:24]2[C:2]2[CH:7]=[CH:6][N:5]3[N:8]=[CH:9][C:10]([C:11]([O:13][CH2:14][CH3:15])=[O:12])=[C:4]3[N:3]=2)[CH:20]=[N:19][CH:18]=1. (6) Given the reactants [CH3:1][O:2][C:3]1[CH:8]=[CH:7][C:6]([NH:9][C:10]2[C:11](=[O:22])[NH:12][C:13](=[O:21])[C:14]=2[C:15]2[CH:20]=[CH:19][CH:18]=[CH:17][CH:16]=2)=[CH:5][CH:4]=1.[O:23]1[CH:27]=[CH:26][C:25]([CH2:28]O)=[CH:24]1.N(C(OCC)=O)=NC(OCC)=O.C1(P(C2C=CC=CC=2)C2C=CC=CC=2)C=CC=CC=1, predict the reaction product. The product is: [O:23]1[CH:27]=[CH:26][C:25]([CH2:28][N:12]2[C:13](=[O:21])[C:14]([C:15]3[CH:20]=[CH:19][CH:18]=[CH:17][CH:16]=3)=[C:10]([NH:9][C:6]3[CH:5]=[CH:4][C:3]([O:2][CH3:1])=[CH:8][CH:7]=3)[C:11]2=[O:22])=[CH:24]1. (7) The product is: [Cl:1][C:2]1[CH:7]=[CH:6][C:5]([C@@:8]2([OH:16])[CH2:13][CH2:12][N:11]([C:26](=[O:27])[C@H:25]([N:24]([CH3:32])[C:22](=[O:23])[O:21][C:17]([CH3:19])([CH3:18])[CH3:20])[CH:29]([CH3:31])[CH3:30])[CH2:10][C:9]2([CH3:14])[CH3:15])=[CH:4][CH:3]=1. Given the reactants [Cl:1][C:2]1[CH:7]=[CH:6][C:5]([C@@:8]2([OH:16])[CH2:13][CH2:12][NH:11][CH2:10][C:9]2([CH3:15])[CH3:14])=[CH:4][CH:3]=1.[C:17]([O:21][C:22]([N:24]([CH3:32])[C@H:25]([CH:29]([CH3:31])[CH3:30])[C:26](O)=[O:27])=[O:23])([CH3:20])([CH3:19])[CH3:18].C1C=CC2N(O)N=NC=2C=1.C(Cl)CCl.C(N(CC)CC)C, predict the reaction product.